From a dataset of Full USPTO retrosynthesis dataset with 1.9M reactions from patents (1976-2016). Predict the reactants needed to synthesize the given product. Given the product [CH3:18][N:19]1[CH2:24][CH2:23][C:22](=[CH:9][C:7]#[N:8])[CH2:21][CH2:20]1, predict the reactants needed to synthesize it. The reactants are: C([O-])([O-])=O.[K+].[K+].[C:7]([CH2:9]P(=O)(OCC)OCC)#[N:8].[CH3:18][N:19]1[CH2:24][CH2:23][C:22](=O)[CH2:21][CH2:20]1.O.